This data is from NCI-60 drug combinations with 297,098 pairs across 59 cell lines. The task is: Regression. Given two drug SMILES strings and cell line genomic features, predict the synergy score measuring deviation from expected non-interaction effect. (1) Drug 1: C1=C(C(=O)NC(=O)N1)F. Drug 2: N.N.Cl[Pt+2]Cl. Cell line: NCI-H522. Synergy scores: CSS=10.0, Synergy_ZIP=-9.64, Synergy_Bliss=-8.82, Synergy_Loewe=-11.4, Synergy_HSA=-8.96. (2) Drug 1: CC1=C2C(C(=O)C3(C(CC4C(C3C(C(C2(C)C)(CC1OC(=O)C(C(C5=CC=CC=C5)NC(=O)OC(C)(C)C)O)O)OC(=O)C6=CC=CC=C6)(CO4)OC(=O)C)OC)C)OC. Drug 2: C1=CN(C(=O)N=C1N)C2C(C(C(O2)CO)O)O.Cl. Cell line: SK-MEL-2. Synergy scores: CSS=55.7, Synergy_ZIP=1.99, Synergy_Bliss=1.18, Synergy_Loewe=-3.07, Synergy_HSA=5.87.